From a dataset of Full USPTO retrosynthesis dataset with 1.9M reactions from patents (1976-2016). Predict the reactants needed to synthesize the given product. (1) The reactants are: [NH2:1][C:2]1[CH:7]=[CH:6][CH:5]=[CH:4][CH:3]=1.O=[C:9]([CH2:16][CH2:17][CH2:18][CH2:19][CH2:20][CH2:21][CH3:22])[CH2:10][C:11]([O:13][CH2:14][CH3:15])=[O:12].C1(C)C=CC(S(O)(=O)=O)=CC=1. Given the product [NH:1]([C:9]([CH2:16][CH2:17][CH2:18][CH2:19][CH2:20][CH2:21][CH3:22])=[CH:10][C:11]([O:13][CH2:14][CH3:15])=[O:12])[C:2]1[CH:7]=[CH:6][CH:5]=[CH:4][CH:3]=1, predict the reactants needed to synthesize it. (2) Given the product [C:30]([N:28]1[CH2:29][C:15]2[C:14]([C:11]3[CH:12]=[CH:13][C:8]([NH:7][C:5]([NH:4][CH:1]4[CH2:3][CH2:2]4)=[O:6])=[CH:9][CH:10]=3)=[N:19][C:18]([N:20]3[CH2:25][CH2:24][O:23][CH2:22][C@@H:21]3[CH3:26])=[N:17][C:16]=2[CH2:27]1)(=[O:32])[CH3:31], predict the reactants needed to synthesize it. The reactants are: [CH:1]1([NH:4][C:5]([NH:7][C:8]2[CH:13]=[CH:12][C:11]([C:14]3[C:15]4[CH2:29][NH:28][CH2:27][C:16]=4[N:17]=[C:18]([N:20]4[CH2:25][CH2:24][O:23][CH2:22][C@@H:21]4[CH3:26])[N:19]=3)=[CH:10][CH:9]=2)=[O:6])[CH2:3][CH2:2]1.[C:30](Cl)(=[O:32])[CH3:31].CCN(CC)CC. (3) Given the product [CH3:3][O:4][C:5](=[O:23])[C:6]1[CH:11]=[CH:10][C:9]([O:12][C:13]2[C:14]3[CH2:22][CH2:21][CH2:20][C:15]=3[N:16]=[C:17]([C:27]3[CH:28]=[CH:29][C:30]([O:31][CH3:32])=[C:25]([Cl:24])[CH:26]=3)[N:18]=2)=[CH:8][CH:7]=1, predict the reactants needed to synthesize it. The reactants are: ClCl.[CH3:3][O:4][C:5](=[O:23])[C:6]1[CH:11]=[CH:10][C:9]([O:12][C:13]2[C:14]3[CH2:22][CH2:21][CH2:20][C:15]=3[N:16]=[C:17](Cl)[N:18]=2)=[CH:8][CH:7]=1.[Cl:24][C:25]1[CH:26]=[C:27](B(O)O)[CH:28]=[CH:29][C:30]=1[O:31][CH3:32]. (4) The reactants are: [CH2:1]([C:3]1[CH:8]=[CH:7][C:6]([C:9]2[C:10]([C:20]#[N:21])=[C:11]([OH:19])[C:12]([O:17]C)=[CH:13][C:14]=2[C:15]#[N:16])=[CH:5][CH:4]=1)[CH3:2].BrC1C(C#N)=C(O)C(OC)=CC=1C#N.C(C1C=CC(B(O)O)=CC=1)C. Given the product [CH2:1]([C:3]1[CH:4]=[CH:5][C:6]([C:9]2[C:10]([C:20]#[N:21])=[C:11]([OH:19])[C:12]([OH:17])=[CH:13][C:14]=2[C:15]#[N:16])=[CH:7][CH:8]=1)[CH3:2], predict the reactants needed to synthesize it. (5) Given the product [CH2:32]([Sn:27]([CH2:23][CH2:24][CH2:25][CH3:26])([CH2:28][CH2:29][CH2:30][CH3:31])[C:7]1[S:6][C:14]2[CH:13]=[CH:12][N:11]=[CH:10][C:9]=2[CH:8]=1)[CH2:33][CH2:34][CH3:35], predict the reactants needed to synthesize it. The reactants are: C([Li])CCC.[S:6]1[C:14]2[CH:13]=[CH:12][N:11]=[CH:10][C:9]=2[CH:8]=[CH:7]1.CN(C)CCN(C)C.[CH2:23]([Sn:27](Cl)([CH2:32][CH2:33][CH2:34][CH3:35])[CH2:28][CH2:29][CH2:30][CH3:31])[CH2:24][CH2:25][CH3:26].